The task is: Predict the product of the given reaction.. This data is from Forward reaction prediction with 1.9M reactions from USPTO patents (1976-2016). (1) Given the reactants Cl[C:2]1[CH:7]=[C:6]([C:8]2[CH:13]=[C:12]([Cl:14])[CH:11]=[CH:10][C:9]=2[CH3:15])[N:5]=[C:4]([NH2:16])[N:3]=1.[NH2:17][C:18]1[CH:23]=[CH:22][C:21]([C:24](=[O:26])[CH3:25])=[CH:20][CH:19]=1, predict the reaction product. The product is: [NH2:16][C:4]1[N:3]=[C:2]([NH:17][C:18]2[CH:23]=[CH:22][C:21]([C:24](=[O:26])[CH3:25])=[CH:20][CH:19]=2)[CH:7]=[C:6]([C:8]2[CH:13]=[C:12]([Cl:14])[CH:11]=[CH:10][C:9]=2[CH3:15])[N:5]=1. (2) Given the reactants Br[C:2]1[CH:3]=[CH:4][C:5]([NH:8][C:9](=[O:22])[CH2:10][N:11]2[CH2:19][CH2:18][N:17]3[C@@H:13]([CH2:14][CH2:15][S:16]3(=[O:21])=[O:20])[CH2:12]2)=[N:6][CH:7]=1.[F:23][C:24]1[CH:25]=[C:26](B(O)O)[CH:27]=[C:28]([F:30])[CH:29]=1, predict the reaction product. The product is: [F:23][C:24]1[CH:25]=[C:26]([C:2]2[CH:3]=[CH:4][C:5]([NH:8][C:9](=[O:22])[CH2:10][N:11]3[CH2:19][CH2:18][N:17]4[C@@H:13]([CH2:14][CH2:15][S:16]4(=[O:21])=[O:20])[CH2:12]3)=[N:6][CH:7]=2)[CH:27]=[C:28]([F:30])[CH:29]=1.